This data is from HIV replication inhibition screening data with 41,000+ compounds from the AIDS Antiviral Screen. The task is: Binary Classification. Given a drug SMILES string, predict its activity (active/inactive) in a high-throughput screening assay against a specified biological target. (1) The molecule is COc1cccc(N=NN2CCCC2)c1. The result is 0 (inactive). (2) The compound is Sc1cnnc2ccccc12. The result is 0 (inactive). (3) The molecule is O=C(CC1(O)C(=O)Nc2c(Cl)cc(Cl)cc21)c1ccc([N+](=O)[O-])cc1. The result is 0 (inactive). (4) The molecule is C1=[N+](Cc2ccccc2)[Co-2]2([OH+]c3ccccc31)[OH+]c1ccccc1C=[N+]2Cc1ccccc1. The result is 0 (inactive).